This data is from Forward reaction prediction with 1.9M reactions from USPTO patents (1976-2016). The task is: Predict the product of the given reaction. Given the reactants CN(C(ON1N=NC2C=CC=NC1=2)=[N+](C)C)C.F[P-](F)(F)(F)(F)F.[CH:25]1([NH:28][C:29](=[O:33])[CH2:30][NH:31][CH3:32])[CH2:27][CH2:26]1.[CH2:34]([S:36]([N:39]1[C:51]2[CH2:50][CH2:49][CH:48]([CH:52]3[CH2:57][CH2:56][O:55][CH2:54][CH2:53]3)[CH2:47][C:46]=2[C:45]2[C:40]1=[CH:41][CH:42]=[C:43]([C:58]([OH:60])=O)[CH:44]=2)(=[O:38])=[O:37])[CH3:35].C(N(CC)C(C)C)(C)C, predict the reaction product. The product is: [CH:25]1([NH:28][C:29](=[O:33])[CH2:30][N:31]([CH3:32])[C:58]([C:43]2[CH:44]=[C:45]3[C:40](=[CH:41][CH:42]=2)[N:39]([S:36]([CH2:34][CH3:35])(=[O:38])=[O:37])[C:51]2[CH2:50][CH2:49][CH:48]([CH:52]4[CH2:53][CH2:54][O:55][CH2:56][CH2:57]4)[CH2:47][C:46]3=2)=[O:60])[CH2:27][CH2:26]1.